Dataset: Full USPTO retrosynthesis dataset with 1.9M reactions from patents (1976-2016). Task: Predict the reactants needed to synthesize the given product. (1) Given the product [O:1]=[C:2]1[N:7]([CH2:8][C:9]2[CH:10]=[CH:11][CH:12]=[CH:13][CH:14]=2)[C@@H:6]([C:15]([NH:42][CH2:35][C:36]2[CH:41]=[CH:40][CH:39]=[CH:38][CH:37]=2)=[O:17])[CH2:5][O:4][CH2:3]1, predict the reactants needed to synthesize it. The reactants are: [O:1]=[C:2]1[N:7]([CH2:8][C:9]2[CH:14]=[CH:13][CH:12]=[CH:11][CH:10]=2)[C@@H:6]([C:15]([OH:17])=O)[CH2:5][O:4][CH2:3]1.ON1C2C=CC=CC=2N=N1.CN1CCOCC1.[CH2:35]([NH2:42])[C:36]1[CH:41]=[CH:40][CH:39]=[CH:38][CH:37]=1.C(Cl)CCl. (2) Given the product [CH3:3][N:2]([CH2:4][C:5]1[CH:6]=[C:7]([C:11]2[N:19]3[C:14]([CH:15]=[CH:16][CH:17]=[CH:18]3)=[CH:13][C:12]=2[CH:20]=[O:21])[CH:8]=[CH:9][CH:10]=1)[CH3:1], predict the reactants needed to synthesize it. The reactants are: [CH3:1][N:2]([CH2:4][C:5]1[CH:6]=[C:7]([C:11]2[N:19]3[C:14]([CH:15]=[CH:16][CH:17]=[CH:18]3)=[CH:13][C:12]=2[CH2:20][OH:21])[CH:8]=[CH:9][CH:10]=1)[CH3:3]. (3) Given the product [CH:25]1([O:14][C:13](=[O:15])[C@@H:12]([NH:16][C:17]([O:19][C:20]([CH3:21])([CH3:23])[CH3:22])=[O:18])[CH2:11][CH2:10][C:9]([O:8][CH2:1][C:2]2[CH:7]=[CH:6][CH:5]=[CH:4][CH:3]=2)=[O:24])[CH2:29][CH2:28][CH2:27][CH2:26]1, predict the reactants needed to synthesize it. The reactants are: [CH2:1]([O:8][C:9](=[O:24])[CH2:10][CH2:11][C@H:12]([NH:16][C:17]([O:19][C:20]([CH3:23])([CH3:22])[CH3:21])=[O:18])[C:13]([OH:15])=[O:14])[C:2]1[CH:7]=[CH:6][CH:5]=[CH:4][CH:3]=1.[CH:25]1(O)[CH2:29][CH2:28][CH2:27][CH2:26]1.CCN=C=NCCCN(C)C.CCOCC. (4) Given the product [CH2:46]([O:53][C:54](=[O:73])[NH:55][CH2:56][CH2:57][CH2:58][CH2:59][C@H:60]([NH:72][C:9]([C:3]1([O:2][CH3:1])[CH2:4][CH2:5][CH2:6][CH2:7][CH2:8]1)=[O:11])[C:61]([C:63]1[S:64][C:65]2[CH:71]=[CH:70][CH:69]=[CH:68][C:66]=2[N:67]=1)=[O:62])[C:47]1[CH:52]=[CH:51][CH:50]=[CH:49][CH:48]=1, predict the reactants needed to synthesize it. The reactants are: [CH3:1][O:2][C:3]1([C:9]([OH:11])=O)[CH2:8][CH2:7][CH2:6][CH2:5][CH2:4]1.CN(C(ON1N=NC2C=CC=NC1=2)=[N+](C)C)C.F[P-](F)(F)(F)(F)F.CCN(C(C)C)C(C)C.Cl.[CH2:46]([O:53][C:54](=[O:73])[NH:55][CH2:56][CH2:57][CH2:58][CH2:59][C@H:60]([NH2:72])[C:61]([C:63]1[S:64][C:65]2[CH:71]=[CH:70][CH:69]=[CH:68][C:66]=2[N:67]=1)=[O:62])[C:47]1[CH:52]=[CH:51][CH:50]=[CH:49][CH:48]=1. (5) The reactants are: Br[C:2]1[CH:3]=[C:4]([CH:30]=[CH:31][CH:32]=1)[CH2:5][N:6]1[C:14]2[C:9](=[C:10]([F:16])[CH:11]=[C:12]([F:15])[CH:13]=2)[C:8]([S:17]([CH2:20][C:21]([NH:23][C:24]2[CH:29]=[CH:28][CH:27]=[CH:26][N:25]=2)=[O:22])(=[O:19])=[O:18])=[CH:7]1.[N-:33]=[N+:34]=[N-:35].[Na+].O=[C:38]1O[C@H]([C@H](CO)O)C([O-])=[C:39]1O.[Na+]. Given the product [N:33]1([C:2]2[CH:3]=[C:4]([CH:30]=[CH:31][CH:32]=2)[CH2:5][N:6]2[C:14]3[C:9](=[C:10]([F:16])[CH:11]=[C:12]([F:15])[CH:13]=3)[C:8]([S:17]([CH2:20][C:21]([NH:23][C:24]3[CH:29]=[CH:28][CH:27]=[CH:26][N:25]=3)=[O:22])(=[O:19])=[O:18])=[CH:7]2)[CH:39]=[CH:38][N:35]=[N:34]1.[N:33]([C:2]1[CH:3]=[C:4]([CH:30]=[CH:31][CH:32]=1)[CH2:5][N:6]1[C:14]2[C:9](=[C:10]([F:16])[CH:11]=[C:12]([F:15])[CH:13]=2)[C:8]([S:17]([CH2:20][C:21]([NH:23][C:24]2[CH:29]=[CH:28][CH:27]=[CH:26][N:25]=2)=[O:22])(=[O:19])=[O:18])=[CH:7]1)=[N+:34]=[N-:35], predict the reactants needed to synthesize it. (6) Given the product [CH:2]1([C:13](=[O:14])[C:12]([O:11][CH2:9][CH3:10])=[O:18])[CH2:7][CH2:6][CH2:5][CH2:4][CH2:3]1, predict the reactants needed to synthesize it. The reactants are: [Mg].[CH:2]1(Br)[CH2:7][CH2:6][CH2:5][CH2:4][CH2:3]1.[CH2:9]([O:11][C:12](=[O:18])[C:13](OCC)=[O:14])[CH3:10].Cl. (7) Given the product [OH:15][C:4]1[CH:5]=[N:6][C:7]2[C:12]([C:3]=1[CH:2]=[O:1])=[N:11][C:10]([O:13][CH3:14])=[CH:9][CH:8]=2, predict the reactants needed to synthesize it. The reactants are: [OH:1][CH2:2][C:3]1[C:12]2[C:7](=[CH:8][CH:9]=[C:10]([O:13][CH3:14])[N:11]=2)[N:6]=[CH:5][C:4]=1[OH:15]. (8) Given the product [CH2:19]([O:18][C:16]([N:2]1[CH2:7][CH2:6][CH:5]([C:8]([OH:10])=[O:9])[CH2:4][CH2:3]1)=[O:17])[C:20]1[CH:25]=[CH:24][CH:23]=[CH:22][CH:21]=1, predict the reactants needed to synthesize it. The reactants are: O.[NH:2]1[CH2:7][CH2:6][CH:5]([C:8]([OH:10])=[O:9])[CH2:4][CH2:3]1.C(=O)(O)[O-].[Na+].[C:16](Cl)([O:18][CH2:19][C:20]1[CH:25]=[CH:24][CH:23]=[CH:22][CH:21]=1)=[O:17]. (9) Given the product [C:38]([C:2]1[CH:3]=[C:4]([CH3:15])[C:5]([C:8]([O:10][C:11]([CH3:14])([CH3:13])[CH3:12])=[O:9])=[N:6][CH:7]=1)#[N:39], predict the reactants needed to synthesize it. The reactants are: Br[C:2]1[CH:3]=[C:4]([CH3:15])[C:5]([C:8]([O:10][C:11]([CH3:14])([CH3:13])[CH3:12])=[O:9])=[N:6][CH:7]=1.N#N.C(P(C(C)(C)C)C(C)(C)C)(C)(C)C.C1(C)C=CC=CC=1.[CH3:38][N:39](C=O)C. (10) Given the product [ClH:1].[NH:26]1[C:27]2[C:23](=[CH:22][CH:21]=[C:20]([NH:19][C:2]3[C:7]([C:8]#[N:9])=[CH:6][N:5]=[C:4]4[S:10][C:11]([C:13]5[CH:18]=[CH:17][CH:16]=[CH:15][CH:14]=5)=[CH:12][C:3]=34)[CH:28]=2)[CH:24]=[CH:25]1, predict the reactants needed to synthesize it. The reactants are: [Cl:1][C:2]1[C:7]([C:8]#[N:9])=[CH:6][N:5]=[C:4]2[S:10][C:11]([C:13]3[CH:18]=[CH:17][CH:16]=[CH:15][CH:14]=3)=[CH:12][C:3]=12.[NH2:19][C:20]1[CH:28]=[C:27]2[C:23]([CH:24]=[CH:25][NH:26]2)=[CH:22][CH:21]=1.